From a dataset of Full USPTO retrosynthesis dataset with 1.9M reactions from patents (1976-2016). Predict the reactants needed to synthesize the given product. (1) Given the product [C:1]1([C:17]2[CH:22]=[CH:21][CH:20]=[CH:19][CH:18]=2)[CH:6]=[CH:5][CH:4]=[CH:3][C:2]=1[C:7]([N:9]1[CH2:10][CH:11]2[CH2:12][N:13]([C:24]3[S:25][C:26]4[CH:32]=[CH:31][CH:30]=[CH:29][C:27]=4[N:28]=3)[CH2:14][CH:15]2[CH2:16]1)=[O:8], predict the reactants needed to synthesize it. The reactants are: [C:1]1([C:17]2[CH:22]=[CH:21][CH:20]=[CH:19][CH:18]=2)[CH:6]=[CH:5][CH:4]=[CH:3][C:2]=1[C:7]([N:9]1[CH2:16][CH:15]2[CH:11]([CH2:12][NH:13][CH2:14]2)[CH2:10]1)=[O:8].Cl[C:24]1[S:25][C:26]2[CH:32]=[CH:31][CH:30]=[CH:29][C:27]=2[N:28]=1. (2) Given the product [S:25]([C:29]1[CH:30]=[C:31]([NH:35][C:21]([C:20]2[CH:19]=[N:18][N:11]3[C:12]([C:14]([F:16])([F:17])[F:15])=[CH:13][C:8]([C:5]4[CH:6]=[CH:7][C:2]([Cl:1])=[C:3]([CH3:24])[CH:4]=4)=[N:9][C:10]=23)=[O:22])[CH:32]=[CH:33][CH:34]=1)(=[O:27])(=[O:28])[NH2:26], predict the reactants needed to synthesize it. The reactants are: [Cl:1][C:2]1[CH:7]=[CH:6][C:5]([C:8]2[CH:13]=[C:12]([C:14]([F:17])([F:16])[F:15])[N:11]3[N:18]=[CH:19][C:20]([C:21](O)=[O:22])=[C:10]3[N:9]=2)=[CH:4][C:3]=1[CH3:24].[S:25]([C:29]1[CH:30]=[C:31]([NH2:35])[CH:32]=[CH:33][CH:34]=1)(=[O:28])(=[O:27])[NH2:26]. (3) Given the product [C:29]1([CH3:28])[CH:37]=[CH:36][C:32]([CH2:33][CH2:34][NH:35][CH2:24][C:22]2[CH:21]=[CH:20][CH:19]=[C:18]([CH2:17][O:16][C:9]3[C:10]4[C:15](=[CH:14][CH:13]=[CH:12][CH:11]=4)[C:6]4=[N:5][N:4]=[C:3]([C:2]([F:1])([F:26])[F:27])[N:7]4[N:8]=3)[N:23]=2)=[CH:31][CH:30]=1, predict the reactants needed to synthesize it. The reactants are: [F:1][C:2]([F:27])([F:26])[C:3]1[N:7]2[N:8]=[C:9]([O:16][CH2:17][C:18]3[N:23]=[C:22]([CH:24]=O)[CH:21]=[CH:20][CH:19]=3)[C:10]3[C:15]([C:6]2=[N:5][N:4]=1)=[CH:14][CH:13]=[CH:12][CH:11]=3.[CH3:28][C:29]1[CH:37]=[CH:36][C:32]([CH2:33][CH2:34][NH2:35])=[CH:31][CH:30]=1.C(O[BH-](OC(=O)C)OC(=O)C)(=O)C.[Na+].ClC(Cl)C. (4) Given the product [CH3:1][N:2]([CH2:4][C:10]1[CH:11]=[C:12]([CH:13]=[C:8]([O:7][CH3:6])[C:9]=1[OH:16])[CH:14]=[O:15])[CH3:3], predict the reactants needed to synthesize it. The reactants are: [CH3:1][NH:2][CH3:3].[CH2:4]=O.[CH3:6][O:7][C:8]1[CH:13]=[C:12]([CH:14]=[O:15])[CH:11]=[CH:10][C:9]=1[OH:16]. (5) Given the product [CH3:1][O:2][C:3]1[C:4]([CH3:38])=[C:5]([C:29]([O:36][CH3:37])=[C:30]([O:34][CH3:35])[C:31]=1[O:32][CH3:33])[CH2:6][C:7]1[CH:8]=[CH:9][C:10]([OH:21])=[C:11]([CH:20]=1)[C:12]([N:14]1[CH2:15][CH2:16][CH2:17][CH2:18][CH2:19]1)=[O:13], predict the reactants needed to synthesize it. The reactants are: [CH3:1][O:2][C:3]1[C:4]([CH3:38])=[C:5]([C:29]([O:36][CH3:37])=[C:30]([O:34][CH3:35])[C:31]=1[O:32][CH3:33])[CH2:6][C:7]1[CH:8]=[CH:9][C:10]([O:21]CC2C=CC=CC=2)=[C:11]([CH:20]=1)[C:12]([N:14]1[CH2:19][CH2:18][CH2:17][CH2:16][CH2:15]1)=[O:13].[H][H]. (6) Given the product [N+:10]([C:7]1[CH:8]=[CH:9][C:4]([O:17][CH2:16][CH2:15][N:14]([CH3:18])[CH3:13])=[N:5][CH:6]=1)([O-:12])=[O:11], predict the reactants needed to synthesize it. The reactants are: [H-].[Na+].Cl[C:4]1[CH:9]=[CH:8][C:7]([N+:10]([O-:12])=[O:11])=[CH:6][N:5]=1.[CH3:13][N:14]([CH3:18])[CH2:15][CH2:16][OH:17].